Dataset: Forward reaction prediction with 1.9M reactions from USPTO patents (1976-2016). Task: Predict the product of the given reaction. (1) Given the reactants [CH3:1][C:2]1[S:3][CH2:4][CH2:5][N:6]=1.C([Li])CCC.[Br:12][CH2:13][CH2:14][CH2:15][CH2:16][CH2:17][CH2:18][CH2:19]Br.Cl, predict the reaction product. The product is: [Br:12][CH2:13][CH2:14][CH2:15][CH2:16][CH2:17][CH2:18][CH2:19][CH2:1][C:2]1[S:3][CH2:4][CH2:5][N:6]=1. (2) Given the reactants [OH:1][C:2]1[CH:7]=[CH:6][CH:5]=[CH:4]N=1.[C:8](=[O:11])([O-])[O-:9].[K+].[K+].Br[CH2:15]C(OCC)=O, predict the reaction product. The product is: [CH3:15][O:9][C:8](=[O:11])[CH2:4][C@@H:5]1[CH2:6][CH2:7][CH2:2][O:1]1. (3) Given the reactants [Cl-:1].[C@H:2]1([CH2:15][NH+:16]([CH3:18])[CH3:17])[C:14]2[N:6]([N:7]=[C:8]3[C:13]=2[CH:12]=[CH:11][CH:10]=[CH:9]3)[CH2:5][CH2:4][O:3]1.[Cl-].[C@H:20]1(C[NH2+]C)C2N(N=C3C=2C=CC=C3)CCO1, predict the reaction product. The product is: [Cl-:1].[CH3:17][NH+:16]1[CH2:18][CH2:20][C:2]2([C:14]3[N:6]([N:7]=[C:8]4[C:13]=3[CH:12]=[CH:11][CH:10]=[CH:9]4)[CH2:5][CH2:4][O:3]2)[CH2:15]1. (4) Given the reactants [N:1]([C:4]1[C:5]2[N:6]([CH:20]=[CH:21][N:22]=2)[CH:7]=[C:8]([C:12]2[CH:17]=[CH:16][C:15]([Cl:18])=[CH:14][C:13]=2[Cl:19])[C:9]=1[C:10]#[N:11])=[N+]=[N-].C1(P(C2C=CC=CC=2)C2C=CC=CC=2)C=CC=CC=1.Cl, predict the reaction product. The product is: [NH2:1][C:4]1[C:5]2[N:6]([CH:20]=[CH:21][N:22]=2)[CH:7]=[C:8]([C:12]2[CH:17]=[CH:16][C:15]([Cl:18])=[CH:14][C:13]=2[Cl:19])[C:9]=1[C:10]#[N:11]. (5) Given the reactants [CH3:1][N:2]([CH2:4][CH:5]1[CH2:14][CH2:13][C:12]2[CH:11]=[C:10]([NH2:15])[CH:9]=[CH:8][C:7]=2[CH2:6]1)[CH3:3].CCCCCC.C(O)(C)C.C(NCC)C, predict the reaction product. The product is: [CH3:3][N:2]([CH2:4][C@@H:5]1[CH2:14][CH2:13][C:12]2[CH:11]=[C:10]([NH2:15])[CH:9]=[CH:8][C:7]=2[CH2:6]1)[CH3:1].[CH3:3][N:2]([CH2:4][C@H:5]1[CH2:14][CH2:13][C:12]2[CH:11]=[C:10]([NH2:15])[CH:9]=[CH:8][C:7]=2[CH2:6]1)[CH3:1]. (6) Given the reactants [O:1]1[CH2:6][CH2:5][N:4]([CH2:7][CH2:8][NH2:9])[CH2:3][CH2:2]1.CN(C)/[CH:12]=[C:13](/[C:19](=[O:28])[C:20]1[CH:25]=[C:24]([I:26])[CH:23]=[CH:22][C:21]=1F)\[C:14]([O:16][CH2:17][CH3:18])=[O:15].C(=O)([O-])[O-].[K+].[K+], predict the reaction product. The product is: [I:26][C:24]1[CH:25]=[C:20]2[C:21](=[CH:22][CH:23]=1)[N:9]([CH2:8][CH2:7][N:4]1[CH2:5][CH2:6][O:1][CH2:2][CH2:3]1)[CH:12]=[C:13]([C:14]([O:16][CH2:17][CH3:18])=[O:15])[C:19]2=[O:28].